The task is: Predict the reactants needed to synthesize the given product.. This data is from Full USPTO retrosynthesis dataset with 1.9M reactions from patents (1976-2016). (1) Given the product [CH2:1]([O:8][C:9]1[C:10]([NH:15][C:16]2[S:17][CH:18]=[C:19]([CH2:21][CH2:22][C:23]([NH:33][CH2:32][CH2:31][N:26]3[CH2:30][CH2:29][CH2:28][CH2:27]3)=[O:25])[N:20]=2)=[N:11][CH:12]=[CH:13][CH:14]=1)[C:2]1[CH:3]=[CH:4][CH:5]=[CH:6][CH:7]=1, predict the reactants needed to synthesize it. The reactants are: [CH2:1]([O:8][C:9]1[C:10]([NH:15][C:16]2[S:17][CH:18]=[C:19]([CH2:21][CH2:22][C:23]([OH:25])=O)[N:20]=2)=[N:11][CH:12]=[CH:13][CH:14]=1)[C:2]1[CH:7]=[CH:6][CH:5]=[CH:4][CH:3]=1.[N:26]1([CH2:31][CH2:32][NH2:33])[CH2:30][CH2:29][CH2:28][CH2:27]1.O.N1(O)C2C=CC=CC=2N=N1.CN1CCOCC1.Cl.C(N=C=NCCCN(C)C)C. (2) Given the product [Br:12][C:5]1[C:6]2[C:11](=[CH:10][CH:9]=[CH:8][CH:7]=2)[C:2]([F:1])=[CH:3][CH:4]=1, predict the reactants needed to synthesize it. The reactants are: [F:1][C:2]1[C:11]2[C:6](=[CH:7][CH:8]=[CH:9][CH:10]=2)[CH:5]=[CH:4][CH:3]=1.[Br:12]Br.Br. (3) Given the product [NH2:35][C:6]([CH2:7][CH2:8][C:9]1[CH:10]=[CH:11][C:12]([C:15]2[CH:20]=[CH:19][C:18]([O:21][C:22]3[CH:23]=[CH:24][C:25]([CH3:28])=[CH:26][CH:27]=3)=[CH:17][C:16]=2[F:29])=[CH:13][CH:14]=1)([CH2:30][OH:31])[CH2:5][OH:4], predict the reactants needed to synthesize it. The reactants are: C([O:4][CH2:5][C:6]([NH:35]C(=O)C)([CH2:30][O:31]C(=O)C)[CH2:7][CH2:8][C:9]1[CH:14]=[CH:13][C:12]([C:15]2[CH:20]=[CH:19][C:18]([O:21][C:22]3[CH:27]=[CH:26][C:25]([CH3:28])=[CH:24][CH:23]=3)=[CH:17][C:16]=2[F:29])=[CH:11][CH:10]=1)(=O)C.[OH-].[Li+]. (4) Given the product [CH2:1]([N:8]1[CH2:32][C:24](=[O:25])[NH:23][C@@H:10]([CH2:11][CH2:12][C:13]([O:15][CH2:16][C:17]2[CH:22]=[CH:21][CH:20]=[CH:19][CH:18]=2)=[O:14])[C:9]1=[O:31])[C:2]1[CH:7]=[CH:6][CH:5]=[CH:4][CH:3]=1, predict the reactants needed to synthesize it. The reactants are: [CH2:1]([N:8]([CH2:32]C(OCC)=O)[C:9](=[O:31])[C@@H:10]([NH:23][C:24](OC(C)(C)C)=[O:25])[CH2:11][CH2:12][C:13]([O:15][CH2:16][C:17]1[CH:22]=[CH:21][CH:20]=[CH:19][CH:18]=1)=[O:14])[C:2]1[CH:7]=[CH:6][CH:5]=[CH:4][CH:3]=1.Cl.C([O-])([O-])=O.[Na+].[Na+]. (5) Given the product [Cl:1][C:2]1[C:7]([O:8][CH3:9])=[CH:6][C:5]([N:10]2[CH2:15][CH2:14][N:13]([C:16](=[O:31])[CH2:17][N:18]3[C:22]4=[N:23][CH:24]=[CH:25][CH:26]=[C:21]4[C:20]([C:27]4[N:28]=[CH:34][O:30][N:29]=4)=[N:19]3)[C@@H:12]([CH3:32])[CH2:11]2)=[C:4]([F:33])[CH:3]=1, predict the reactants needed to synthesize it. The reactants are: [Cl:1][C:2]1[C:7]([O:8][CH3:9])=[CH:6][C:5]([N:10]2[CH2:15][CH2:14][N:13]([C:16](=[O:31])[CH2:17][N:18]3[C:22]4=[N:23][CH:24]=[CH:25][CH:26]=[C:21]4[C:20]([C:27]([NH:29][OH:30])=[NH:28])=[N:19]3)[CH:12]([CH3:32])[CH2:11]2)=[C:4]([F:33])[CH:3]=1.[C:34]1(C)C=CC(S(O)(=O)=O)=CC=1. (6) Given the product [Br:1][C:2]1[C:3]([F:10])=[C:4]([CH:5]([C:12]2[CH:13]=[CH:14][CH:15]=[CH:16][N:11]=2)[OH:6])[CH:7]=[CH:8][CH:9]=1, predict the reactants needed to synthesize it. The reactants are: [Br:1][C:2]1[C:3]([F:10])=[C:4]([CH:7]=[CH:8][CH:9]=1)[CH:5]=[O:6].[N:11]1[CH:16]=[CH:15][CH:14]=[CH:13][C:12]=1[Mg]Br. (7) Given the product [NH2:15][C:4]1[CH:5]=[C:6]([C:10]([F:13])([F:12])[F:11])[CH:7]=[CH:8][N:9]=1, predict the reactants needed to synthesize it. The reactants are: C(O[CH:4]=[CH:5][C:6](O)([C:10]([F:13])([F:12])[F:11])[CH2:7][C:8]#[N:9])C.[NH3:15].